Dataset: Forward reaction prediction with 1.9M reactions from USPTO patents (1976-2016). Task: Predict the product of the given reaction. (1) The product is: [F:1][C:2]1[CH:3]=[CH:4][C:5]([C:8]2[C:9]3[CH:25]=[CH:24][C:23]([OH:26])=[CH:22][C:10]=3[S:11][C:12]=2[O:13][C:14]2[CH:15]=[CH:16][C:17]([OH:20])=[CH:18][CH:19]=2)=[CH:6][CH:7]=1. Given the reactants [F:1][C:2]1[CH:7]=[CH:6][C:5]([C:8]2[C:9]3[CH:25]=[CH:24][C:23]([O:26]C)=[CH:22][C:10]=3[S:11][C:12]=2[O:13][C:14]2[CH:19]=[CH:18][C:17]([O:20]C)=[CH:16][CH:15]=2)=[CH:4][CH:3]=1.B(Br)(Br)Br, predict the reaction product. (2) Given the reactants [NH2:1][C:2]1[CH:7]=[CH:6][C:5]([C:8]2[S:12][C:11]([CH2:13][CH2:14][NH:15][S:16]([C:19]([F:22])([F:21])[F:20])(=[O:18])=[O:17])=[N:10][CH:9]=2)=[CH:4][CH:3]=1.[F:23][C:24]1[CH:29]=[C:28]([F:30])[C:27]([F:31])=[CH:26][C:25]=1[N:32]=[C:33]=[O:34], predict the reaction product. The product is: [F:22][C:19]([F:20])([F:21])[S:16]([NH:15][CH2:14][CH2:13][C:11]1[S:12][C:8]([C:5]2[CH:4]=[CH:3][C:2]([NH:1][C:33]([NH:32][C:25]3[CH:26]=[C:27]([F:31])[C:28]([F:30])=[CH:29][C:24]=3[F:23])=[O:34])=[CH:7][CH:6]=2)=[CH:9][N:10]=1)(=[O:18])=[O:17]. (3) Given the reactants Cl.C(OC([NH:9][CH2:10][CH2:11][NH:12][C:13]1[CH:14]=[C:15]([C:19]2[CH:24]=[CH:23][CH:22]=[C:21]([C:25]([O:27][CH3:28])=[O:26])[CH:20]=2)[CH:16]=[CH:17][CH:18]=1)=O)(C)(C)C, predict the reaction product. The product is: [CH3:28][O:27][C:25]([C:21]1[CH:20]=[C:19]([C:15]2[CH:16]=[CH:17][CH:18]=[C:13]([NH:12][CH2:11][CH2:10][NH2:9])[CH:14]=2)[CH:24]=[CH:23][CH:22]=1)=[O:26]. (4) Given the reactants Br[C:2]1[CH:3]=[CH:4][C:5]([C:8](=[O:10])[CH3:9])=[N:6][CH:7]=1.[F:11][C:12]1[CH:17]=[CH:16][C:15](B(O)O)=[CH:14][CH:13]=1.C(=O)([O-])[O-].[Na+].[Na+], predict the reaction product. The product is: [F:11][C:12]1[CH:17]=[CH:16][C:15]([C:2]2[CH:3]=[CH:4][C:5]([C:8](=[O:10])[CH3:9])=[N:6][CH:7]=2)=[CH:14][CH:13]=1.